This data is from Full USPTO retrosynthesis dataset with 1.9M reactions from patents (1976-2016). The task is: Predict the reactants needed to synthesize the given product. (1) The reactants are: [C:1]([OH:11])(=[O:10])[C@@H:2]([C:4]1[CH:9]=[CH:8][CH:7]=[CH:6][CH:5]=1)[OH:3].O1[B:17]([C@@H:18]([NH:23][C:24](=[O:42])[C@@H:25]([NH:33][C:34]([C:36]2[CH:41]=[N:40][CH:39]=[CH:38][N:37]=2)=[O:35])[CH2:26][C:27]2[CH:32]=[CH:31][CH:30]=[CH:29][CH:28]=2)[CH2:19][CH:20]([CH3:22])[CH3:21])O[B:17]([C@@H:18]([NH:23][C:24](=[O:42])[C@@H:25]([NH:33][C:34]([C:36]2[CH:41]=[N:40][CH:39]=[CH:38][N:37]=2)=[O:35])[CH2:26][C:27]2[CH:32]=[CH:31][CH:30]=[CH:29][CH:28]=2)[CH2:19][CH:20]([CH3:22])[CH3:21])O[B:17]1[C@@H:18]([NH:23][C:24](=[O:42])[C@@H:25]([NH:33][C:34]([C:36]1[CH:41]=[N:40][CH:39]=[CH:38][N:37]=1)=[O:35])[CH2:26][C:27]1[CH:32]=[CH:31][CH:30]=[CH:29][CH:28]=1)[CH2:19][CH:20]([CH3:22])[CH3:21]. Given the product [CH2:26]([C@H:25]([NH:33][C:34]([C:36]1[CH:41]=[N:40][CH:39]=[CH:38][N:37]=1)=[O:35])[C:24]([NH:23][C@H:18]([B:17]1[O:10][C:1](=[O:11])[CH:2]([C:4]2[CH:9]=[CH:8][CH:7]=[CH:6][CH:5]=2)[O:3]1)[CH2:19][CH:20]([CH3:22])[CH3:21])=[O:42])[C:27]1[CH:32]=[CH:31][CH:30]=[CH:29][CH:28]=1, predict the reactants needed to synthesize it. (2) Given the product [CH:17]([C:6]1[C:7]2[CH:8]=[C:9]([C:12]([O:14][CH2:15][CH3:16])=[O:13])[O:10][C:11]=2[C:3]([O:2][CH3:1])=[CH:4][CH:5]=1)=[O:18], predict the reactants needed to synthesize it. The reactants are: [CH3:1][O:2][C:3]1[C:11]2[O:10][C:9]([C:12]([O:14][CH2:15][CH3:16])=[O:13])=[CH:8][C:7]=2[CH:6]=[CH:5][CH:4]=1.[CH3:17][O:18]C(Cl)Cl.Cl. (3) Given the product [OH:1][C:2]([C:29]1[S:30][CH:31]=[CH:32][CH:33]=1)([C:34]1[S:35][CH:36]=[CH:37][CH:38]=1)[C:3]([O:5][C@H:6]1[CH2:11][CH2:10][C@H:9]([N:12]([CH2:14][CH2:15][CH2:16][N:17]2[C:21]3[CH:22]=[CH:23][C:24]([CH2:26][NH:43][CH2:44][C@H:45]([O:46][Si:47]([C:50]([CH3:53])([CH3:52])[CH3:51])([CH3:49])[CH3:48])[C:54]4[CH:63]=[CH:62][C:61]([OH:64])=[C:60]5[C:55]=4[CH:56]=[CH:57][C:58](=[O:65])[NH:59]5)=[CH:25][C:20]=3[NH:19][C:18]2=[O:28])[CH3:13])[CH2:8][CH2:7]1)=[O:4], predict the reactants needed to synthesize it. The reactants are: [OH:1][C:2]([C:34]1[S:35][CH:36]=[CH:37][CH:38]=1)([C:29]1[S:30][CH:31]=[CH:32][CH:33]=1)[C:3]([O:5][C@H:6]1[CH2:11][CH2:10][C@H:9]([N:12]([CH2:14][CH2:15][CH2:16][N:17]2[C:21]3[CH:22]=[CH:23][C:24]([CH:26]=O)=[CH:25][C:20]=3[NH:19][C:18]2=[O:28])[CH3:13])[CH2:8][CH2:7]1)=[O:4].C(O)(=O)C.[NH2:43][CH2:44][C@@H:45]([C:54]1[CH:63]=[CH:62][C:61]([OH:64])=[C:60]2[C:55]=1[CH:56]=[CH:57][C:58](=[O:65])[NH:59]2)[O:46][Si:47]([C:50]([CH3:53])([CH3:52])[CH3:51])([CH3:49])[CH3:48].C(N(C(C)C)CC)(C)C.C(O[BH-](OC(=O)C)OC(=O)C)(=O)C.[Na+]. (4) Given the product [CH3:1][O:2][C:3]1[CH:4]=[CH:5][C:6]([C:9]2[C:13]3[CH:14]=[C:15]([C:18]4[O:22][C:21]([S:23][CH2:24][C:25]5[CH:32]=[CH:31][CH:30]=[C:27]([CH3:28])[CH:26]=5)=[N:20][N:19]=4)[CH:16]=[CH:17][C:12]=3[O:11][CH:10]=2)=[CH:7][CH:8]=1, predict the reactants needed to synthesize it. The reactants are: [CH3:1][O:2][C:3]1[CH:8]=[CH:7][C:6]([C:9]2[C:13]3[CH:14]=[C:15]([C:18]4[O:22][C:21]([SH:23])=[N:20][N:19]=4)[CH:16]=[CH:17][C:12]=3[O:11][CH:10]=2)=[CH:5][CH:4]=1.[CH3:24][C:25]1[CH:26]=[C:27]([CH:30]=[CH:31][CH:32]=1)[CH2:28]Br. (5) Given the product [O:25]1[C:29]2[CH:30]=[CH:31][C:32]([C:34]3[N:36]=[C:19]([OH:21])[C:14]4[CH2:13][N:12]([C:10]([NH:9][C:5]5[CH:6]=[CH:7][CH:8]=[C:3]([CH2:1][CH3:2])[CH:4]=5)=[O:11])[CH2:17][CH2:16][C:15]=4[N:35]=3)=[CH:33][C:28]=2[O:27][CH2:26]1, predict the reactants needed to synthesize it. The reactants are: [CH2:1]([C:3]1[CH:4]=[C:5]([NH:9][C:10]([N:12]2[CH2:17][CH2:16][C:15](=O)[CH:14]([C:19]([O:21]CC)=O)[CH2:13]2)=[O:11])[CH:6]=[CH:7][CH:8]=1)[CH3:2].Cl.[O:25]1[C:29]2[CH:30]=[CH:31][C:32]([C:34](=[NH:36])[NH2:35])=[CH:33][C:28]=2[O:27][CH2:26]1.O.C(=O)([O-])[O-].[K+].[K+]. (6) Given the product [CH3:18][O:17][C:16]1[CH:15]=[CH:14][C:4]([C:5]([NH:7][C:8]2[CH:9]=[N:10][CH:11]=[CH:12][CH:13]=2)=[O:6])=[CH:3][C:2]=1[NH:1][C:25]1[CH:24]=[CH:23][CH:22]=[C:21]([C:20]([F:49])([F:48])[F:19])[CH:26]=1, predict the reactants needed to synthesize it. The reactants are: [NH2:1][C:2]1[CH:3]=[C:4]([CH:14]=[CH:15][C:16]=1[O:17][CH3:18])[C:5]([NH:7][C:8]1[CH:9]=[N:10][CH:11]=[CH:12][CH:13]=1)=[O:6].[F:19][C:20]([F:49])([F:48])[C:21]1[CH:22]=[C:23]([Bi]([C:23]2[CH:24]=[CH:25][CH:26]=[C:21]([C:20]([F:49])([F:48])[F:19])[CH:22]=2)[C:23]2[CH:24]=[CH:25][CH:26]=[C:21]([C:20]([F:49])([F:48])[F:19])[CH:22]=2)[CH:24]=[CH:25][CH:26]=1.C(N(CC)CC)C. (7) Given the product [Cl:1][C:2]1[CH:3]=[C:4]2[C:9](=[CH:10][C:11]=1[O:12][C:13]1[CH:14]=[CH:15][C:16]([C:19](=[O:32])[NH:20][C:21]3[CH:30]=[CH:29][C:28]4[C:23](=[CH:24][CH:25]=[C:26]([Cl:31])[CH:27]=4)[N:22]=3)=[CH:17][CH:18]=1)[O:8][CH2:7][CH2:6][CH:5]2[C:33]([OH:35])=[O:34], predict the reactants needed to synthesize it. The reactants are: [Cl:1][C:2]1[CH:3]=[C:4]2[C:9](=[CH:10][C:11]=1[O:12][C:13]1[CH:18]=[CH:17][C:16]([C:19](=[O:32])[NH:20][C:21]3[CH:30]=[CH:29][C:28]4[C:23](=[CH:24][CH:25]=[C:26]([Cl:31])[CH:27]=4)[N:22]=3)=[CH:15][CH:14]=1)[O:8][CH2:7][CH2:6][CH:5]2[C:33]([O:35]CC)=[O:34].[OH-].[Na+].